This data is from Peptide-MHC class I binding affinity with 185,985 pairs from IEDB/IMGT. The task is: Regression. Given a peptide amino acid sequence and an MHC pseudo amino acid sequence, predict their binding affinity value. This is MHC class I binding data. (1) The peptide sequence is ADAGFMKQY. The MHC is HLA-A30:02 with pseudo-sequence HLA-A30:02. The binding affinity (normalized) is 0.00730. (2) The peptide sequence is NEVEVITKL. The MHC is HLA-B40:01 with pseudo-sequence HLA-B40:01. The binding affinity (normalized) is 0.595.